Dataset: Full USPTO retrosynthesis dataset with 1.9M reactions from patents (1976-2016). Task: Predict the reactants needed to synthesize the given product. (1) Given the product [N:26]1[CH:31]=[CH:30][CH:29]=[C:28]([N:32]2[C:5]([C:7]3[C:12](=[O:13])[CH:11]=[CH:10][N:9]([C:14]4[CH:19]=[CH:18][C:17]([O:20][C:21]([F:22])([F:23])[F:24])=[CH:16][CH:15]=4)[N:8]=3)=[CH:4][CH:3]=[N:33]2)[CH:27]=1, predict the reactants needed to synthesize it. The reactants are: CN(C)/[CH:3]=[CH:4]/[C:5]([C:7]1[C:12](=[O:13])[CH:11]=[CH:10][N:9]([C:14]2[CH:19]=[CH:18][C:17]([O:20][C:21]([F:24])([F:23])[F:22])=[CH:16][CH:15]=2)[N:8]=1)=O.[N:26]1[CH:31]=[CH:30][CH:29]=[C:28]([NH:32][NH2:33])[CH:27]=1. (2) Given the product [OH:8][C@H:1]([C:2]1[CH:7]=[CH:6][CH:5]=[CH:4][CH:3]=1)[CH2:9][C:10]#[N:11], predict the reactants needed to synthesize it. The reactants are: [C:1]([CH2:9][C:10]#[N:11])(=[O:8])[C:2]1[CH:7]=[CH:6][CH:5]=[CH:4][CH:3]=1.C(N(CC)CC)C.C(O)=O. (3) Given the product [CH3:45][O:44][C:41]1[CH:40]=[CH:39][CH:38]=[C:37]2[C:42]=1[CH:43]=[C:34]([CH2:33][O:1][CH:2]1[CH:7]([C:8]3[CH:9]=[CH:10][C:11]([O:14][CH2:15][CH2:16][CH2:17][O:18][CH2:19][C:20]4[CH:24]=[CH:23][S:22][CH:21]=4)=[CH:12][CH:13]=3)[CH2:6][CH2:5][N:4]([C:25]([O:27][C:28]([CH3:31])([CH3:30])[CH3:29])=[O:26])[CH2:3]1)[CH:35]=[C:36]2[O:46][CH2:47][CH2:48][CH2:49][O:50][CH3:51], predict the reactants needed to synthesize it. The reactants are: [OH:1][CH:2]1[CH:7]([C:8]2[CH:13]=[CH:12][C:11]([O:14][CH2:15][CH2:16][CH2:17][O:18][CH2:19][C:20]3[CH:24]=[CH:23][S:22][CH:21]=3)=[CH:10][CH:9]=2)[CH2:6][CH2:5][N:4]([C:25]([O:27][C:28]([CH3:31])([CH3:30])[CH3:29])=[O:26])[CH2:3]1.Cl[CH2:33][C:34]1[CH:35]=[C:36]([O:46][CH2:47][CH2:48][CH2:49][O:50][CH3:51])[C:37]2[C:42]([CH:43]=1)=[C:41]([O:44][CH3:45])[CH:40]=[CH:39][CH:38]=2. (4) The reactants are: Cl[C:2]1[C:7]2[CH2:8][N:9]([CH2:12][C:13]3[CH:18]=[CH:17][C:16]([O:19][CH2:20][CH:21]([F:23])[F:22])=[C:15]([Cl:24])[CH:14]=3)[C:10](=[O:11])[C:6]=2[CH:5]=[CH:4][N:3]=1.[CH:25]([O:27][C:28]1[CH:33]=[CH:32][CH:31]=[CH:30][CH:29]=1)=[O:26]. Given the product [Cl:24][C:15]1[CH:14]=[C:13]([CH:18]=[CH:17][C:16]=1[O:19][CH2:20][CH:21]([F:23])[F:22])[CH2:12][N:9]1[C:10](=[O:11])[C:6]2[CH:5]=[CH:4][N:3]=[C:2]([C:25]([O:27][C:28]3[CH:33]=[CH:32][CH:31]=[CH:30][CH:29]=3)=[O:26])[C:7]=2[CH2:8]1, predict the reactants needed to synthesize it. (5) Given the product [ClH:24].[CH3:1][O:2][C:3](=[O:23])[CH2:4][C@H:5]([NH:15][C:16]([O:18][C:19]([CH3:21])([CH3:20])[CH3:22])=[O:17])[C:6]([NH:8][CH:9]1[CH2:14][CH2:13][CH2:12][NH:11][CH2:10]1)=[O:7], predict the reactants needed to synthesize it. The reactants are: [CH3:1][O:2][C:3](=[O:23])[CH2:4][C@H:5]([NH:15][C:16]([O:18][C:19]([CH3:22])([CH3:21])[CH3:20])=[O:17])[C:6]([NH:8][C:9]1[CH:10]=[N:11][CH:12]=[CH:13][CH:14]=1)=[O:7].[ClH:24]. (6) The reactants are: [Cl:1][C:2]1[CH:12]=[CH:11][C:5]([O:6][CH2:7][C:8]([OH:10])=O)=[CH:4][CH:3]=1.[NH2:13][CH:14]1[CH2:19][CH2:18][N:17]([C:20]([O:22][C:23]([CH3:26])([CH3:25])[CH3:24])=[O:21])[CH2:16][CH2:15]1. Given the product [Cl:1][C:2]1[CH:3]=[CH:4][C:5]([O:6][CH2:7][C:8]([NH:13][CH:14]2[CH2:15][CH2:16][N:17]([C:20]([O:22][C:23]([CH3:26])([CH3:25])[CH3:24])=[O:21])[CH2:18][CH2:19]2)=[O:10])=[CH:11][CH:12]=1, predict the reactants needed to synthesize it. (7) Given the product [Br:1][C:2]1[CH:10]=[CH:9][C:5]([C:6]([NH:14][CH2:12][CH3:13])=[O:8])=[C:4]([F:11])[CH:3]=1, predict the reactants needed to synthesize it. The reactants are: [Br:1][C:2]1[CH:10]=[CH:9][C:5]([C:6]([OH:8])=O)=[C:4]([F:11])[CH:3]=1.[CH2:12]([NH2:14])[CH3:13].CN(C(ON1N=NC2C=CC=NC1=2)=[N+](C)C)C.F[P-](F)(F)(F)(F)F.C(N(CC)C(C)C)(C)C.